This data is from B-cell epitopes from PDB crystal structures with 447 antigens. The task is: Token-level Classification. Given an antigen amino acid sequence, predict which amino acid positions are active epitope sites capable of antibody binding. Output is a list of indices for active positions. (1) Given the antigen sequence: MYCSRLLDLVFLLDGSSRLSEAEFEVLKAFVVDMMERLRISQKWVRVAVVEYHDGSHAYIGLKDRKRPSELRRIASQVKYAGSQVASTSEVLKYTLFQIFSKIDRPEASRIALLLMASQEPQRMSRNFVRYVQGLKKKKVIVIPVGIGPHANLKQIRLIEKQAPENKAFVLSSVDELEQQRDEIVSYLCDLAPEAP, which amino acid positions are active epitope sites? The epitope positions are: [120, 121, 122, 124, 125, 126, 127, 128, 129, 151, 153, 154, 157]. The amino acids at these positions are: PQRSRNFVRNKQL. (2) Given the antigen sequence: SHLEQLLMDLQELLSRMERMLTFKFYLPKQATELKDLQCLEDELGPLRHVLDLDAENFISNIRVTVVKLKGSDNTFECQFDDESATVVDFLRRWIAFCQSIIST, which amino acid positions are active epitope sites? The epitope positions are: [21, 22, 23, 25, 37, 41, 42, 43, 44, 45, 48, 62, 74, 76, 79]. The amino acids at these positions are: TFKYQDELGPHRTEF. (3) The epitope positions are: [2, 3, 4, 5, 7, 8, 9, 11, 12, 15, 31, 32, 34, 35, 38, 48, 49, 50, 52, 53... (41 total positions)]. The amino acids at these positions are: VKFMVYQSYPEYFKCCNDGLCVMQIMRIKP.... Given the antigen sequence: EVVKFMDVYQRSYCHPIETLVDIFQEYPDEIEYIFKPSCVPLMRCGGCCNDEGLECVPTEESNITMQIMRIKPHQGQHIGEMSFLQHNKCECRPKKD, which amino acid positions are active epitope sites? (4) Given the antigen sequence: SALHWRAAGAATVLLVIVLLAGSYLAVLAERGAPGAQLITYPRALWWSVQTATTVGYGDLYPVTLWGRCVAVVVMVAGITSFGLVTAALATWFVGREQERRGH, which amino acid positions are active epitope sites? The epitope positions are: [23, 27, 30, 31, 32, 33, 34, 35, 36, 38, 39, 40, 42]. The amino acids at these positions are: YLRGAPGAQITYR. (5) Given the antigen sequence: MELKNKKLSLWEAVSMAVGVMIGASIFSIFGVGAKIAGRNLPETFILSGIYALLVAYSYTKLGAKIVSNAGPIAFIHKAIGDNIITGALSILLWMSYVISIALFAKGFAGYFLPLINAPINTFNIAITEIGIVAFFTALNFFGSKAVGRAEFFIVLVALLILGLFIFAGLITIHPSYVIPDLAPSAVSGMIFASAIFFLSYMGFGVITNASEHIENPKKNVPRAIFISILIVMFVYVGVAISAIGNLPIDELIKASENALAVAAKPFLGNLGFLLISIGALFSISSAMNATIYGGANVAYSLAKDGELPEFFERKVWFKSTEGLYITSALGVLFALLFNMEGVASITSAVFMVIYLFVILSHYILIDEVGGRKEIVIFSFIVVLGVFLLLLYYQWITNRFVFYGIIATFIGVLIFEIIYRKVTKRTFSNNMYVKS, which amino acid positions are active epitope sites? The epitope positions are: [0, 2, 3, 4, 5, 304, 306, 308, 309, 310, 311, 312, 315, 317, 318, 434]. The amino acids at these positions are: MLKNKDEPEFFEVFKS. (6) The epitope positions are: [23, 24, 44, 45, 46, 69, 70, 71, 73, 74, 75, 76, 77, 120, 129, 131, 132, 173, 174, 175... (21 total positions)]. The amino acids at these positions are: LELEDTADSSFVPRMSHEPSF. Given the antigen sequence: KFESKAALLAARGPEELLCFTERLEDLVCFWEEAAPGQYSFSYQLEDEPWKLCRLHQAPTAVRFWCSLPTADTSSFVPLELRVTAASGAPRYHRVIHINEVVLLDAPVGLVARLSGHVVLRWLPPPETPMTSHIRYEVDVSAVQRVEILEGRTECVLSNGRTRYTFAVRARMAEPSFGGFWSAWSEPVSLL, which amino acid positions are active epitope sites? (7) Given the antigen sequence: RRQLIRQLLERDKTPLAILFMAAVVGTLVGLAAVAFDKGVAWLQNQRMGALVHTADNYPLLLTVAFLCSAVLAMFGYFLVRKYAPEAGGSGIPEIEGALEDQRPVRWWRVLPVKFFGGLGTLGGGMVLGREGPTVQIGGNIGRMVLDIFRLKGDEARHTLLATGAAAGLAAAFNAPLAGILFIIEEMRPQFRYTLISIKAVFIGVIMSTIMYRIFNHEVALIDVGKLSDAPLNTLWLYLILGIIFGIFGPIFNKWVLGMQDLLHRVHGGNITKWVLMGGAIGGLCGLLGFVAPATSGGGFNLIPIATAGNFSMGMLVFIFVARVITTLLCFSSGAPGGIFAPMLALGTVLGTAFGMVAVELFPQYHLEAGTFAIAGMGALLAASIRAPLTGIILVLEMTDNYQLILPMIITGLGATLLAQFTGGKPLYSAILARTLAKQEA, which amino acid positions are active epitope sites? The epitope positions are: [225, 228, 230, 231, 232, 362, 363, 364, 365]. The amino acids at these positions are: KDPLNPQYH. (8) Given the antigen sequence: ALHWRAAGAATVLLVIVLLAGSYLAVLAERGAPGAQLITYPRALWWSVETATTVGYGDLCPVTLWGRLVAVVVMVAGITSFGLVTAALATWFVGREQERRGH, which amino acid positions are active epitope sites? The epitope positions are: [22, 24, 26, 28, 29, 30, 31, 32, 33, 34, 35, 36, 37, 38, 39, 40, 41, 42, 43]. The amino acids at these positions are: YALERGAPGAQLITYPRAL.